From a dataset of Catalyst prediction with 721,799 reactions and 888 catalyst types from USPTO. Predict which catalyst facilitates the given reaction. (1) Reactant: [CH:1]1(/[C:4](=[N:6]/[S:7]([C:9]([CH3:12])([CH3:11])[CH3:10])=[O:8])/[CH3:5])[CH2:3][CH2:2]1.[CH3:13][Al](C)C.[Li]C. Product: [CH:1]1([C:4]([NH:6][S:7]([C:9]([CH3:12])([CH3:11])[CH3:10])=[O:8])([CH3:13])[CH3:5])[CH2:3][CH2:2]1. The catalyst class is: 11. (2) Reactant: [CH2:1]([O:3][C:4](=[O:15])/[C:5](/[NH:11][C:12](=[O:14])[CH3:13])=[C:6](/[N:8]([CH3:10])C)\[CH3:7])[CH3:2].[CH:16]1(N)C[CH2:17]1. Product: [CH2:1]([O:3][C:4](=[O:15])/[C:5](/[NH:11][C:12](=[O:14])[CH3:13])=[C:6](/[NH:8][CH:10]1[CH2:17][CH2:16]1)\[CH3:7])[CH3:2]. The catalyst class is: 86.